Dataset: Forward reaction prediction with 1.9M reactions from USPTO patents (1976-2016). Task: Predict the product of the given reaction. (1) Given the reactants [CH:1]1([CH2:5][NH:6][C:7]([C:9]2[C:10]([C:16]([F:19])([F:18])[F:17])=[N:11][C:12](Cl)=[N:13][CH:14]=2)=[O:8])[CH2:4][CH2:3][CH2:2]1.[CH3:20][C:21]1[CH:27]=[C:26]([Cl:28])[CH:25]=[CH:24][C:22]=1[NH2:23], predict the reaction product. The product is: [CH:1]1([CH2:5][NH:6][C:7]([C:9]2[C:10]([C:16]([F:19])([F:18])[F:17])=[N:11][C:12]([NH:23][C:22]3[CH:24]=[CH:25][C:26]([Cl:28])=[CH:27][C:21]=3[CH3:20])=[N:13][CH:14]=2)=[O:8])[CH2:4][CH2:3][CH2:2]1. (2) Given the reactants [NH:1]1[C:7]2[CH:8]=[CH:9][CH:10]=[CH:11][C:6]=2[NH:5][CH2:4][CH2:3][CH2:2]1.[N:12]1[CH:17]=[CH:16][CH:15]=[C:14]([CH:18]=O)[CH:13]=1.[BH4-].[Na+], predict the reaction product. The product is: [N:12]1[CH:17]=[CH:16][CH:15]=[C:14]([CH2:18][N:1]2[C:7]3[CH:8]=[CH:9][CH:10]=[CH:11][C:6]=3[NH:5][CH2:4][CH2:3][CH2:2]2)[CH:13]=1. (3) The product is: [CH3:20][C:21]1[CH:26]=[C:25]([C:2]2[CH:3]=[C:4]([CH:14]=[C:15]([N+:17]([O-:19])=[O:18])[CH:16]=2)[CH2:5][N:6]2[CH2:9][CH:8]([C:10]([O:12][CH3:13])=[O:11])[CH2:7]2)[CH:24]=[CH:23][N:22]=1. Given the reactants Br[C:2]1[CH:3]=[C:4]([CH:14]=[C:15]([N+:17]([O-:19])=[O:18])[CH:16]=1)[CH2:5][N:6]1[CH2:9][CH:8]([C:10]([O:12][CH3:13])=[O:11])[CH2:7]1.[CH3:20][C:21]1[CH:26]=[C:25](B(O)O)[CH:24]=[CH:23][N:22]=1.C([O-])([O-])=O.[Na+].[Na+], predict the reaction product. (4) Given the reactants Cl[C:2]1[CH:10]=[CH:9][C:5]([C:6]([OH:8])=[O:7])=[CH:4][C:3]=1[N+:11]([O-])=O.NC1CC2CC1CC2.[Cl:22][C:23]1[CH:60]=[CH:59][C:26]([C:27]2[C:32]([C:33]3[CH:42]=[CH:41][C:40]4[C:35](=[CH:36][CH:37]=[C:38]([C:43]5N(CC)[C:46]6[CH:50]=[CH:51][C:52]([C:54](O)=O)=[CH:53][C:45]=6[N:44]=5)[CH:39]=4)[N:34]=3)=[CH:31][C:30]([O:57][CH3:58])=[CH:29][CH:28]=2)=[CH:25][CH:24]=1, predict the reaction product. The product is: [CH:46]12[CH2:54][CH:52]([CH2:51][CH2:50]1)[CH2:53][CH:45]2[N:44]1[C:2]2[CH:10]=[CH:9][C:5]([C:6]([OH:8])=[O:7])=[CH:4][C:3]=2[N:11]=[C:43]1[C:38]1[CH:39]=[C:40]2[C:35](=[CH:36][CH:37]=1)[N:34]=[C:33]([C:32]1[C:27]([C:26]3[CH:59]=[CH:60][C:23]([Cl:22])=[CH:24][CH:25]=3)=[CH:28][CH:29]=[C:30]([O:57][CH3:58])[CH:31]=1)[CH:42]=[CH:41]2.